Dataset: Forward reaction prediction with 1.9M reactions from USPTO patents (1976-2016). Task: Predict the product of the given reaction. (1) Given the reactants [Cl:1][C:2]1[CH:24]=[CH:23][C:5]([C:6]([N:8]([C@H:12]2[CH2:17][CH2:16][C@H:15]([CH2:18][C:19](OC)=[O:20])[CH2:14][CH2:13]2)[CH:9]2[CH2:11][CH2:10]2)=[O:7])=[CH:4][CH:3]=1.[BH4-].[Li+].CO, predict the reaction product. The product is: [Cl:1][C:2]1[CH:3]=[CH:4][C:5]([C:6]([N:8]([CH:9]2[CH2:10][CH2:11]2)[C@H:12]2[CH2:13][CH2:14][C@H:15]([CH2:18][CH2:19][OH:20])[CH2:16][CH2:17]2)=[O:7])=[CH:23][CH:24]=1. (2) Given the reactants F[C:2]1[CH:7]=[CH:6][C:5]([N+:8]([O-:10])=[O:9])=[CH:4][CH:3]=1.N1C=CC=CC=1.[CH2:17]([NH2:31])[CH2:18][CH2:19][O:20][CH2:21][CH2:22][O:23][CH2:24][CH2:25][O:26][CH2:27][CH2:28][CH2:29][NH2:30], predict the reaction product. The product is: [NH2:30][CH2:29][CH2:28][CH2:27][O:26][CH2:25][CH2:24][O:23][CH2:22][CH2:21][O:20][CH2:19][CH2:18][CH2:17][NH:31][C:2]1[CH:7]=[CH:6][C:5]([N+:8]([O-:10])=[O:9])=[CH:4][CH:3]=1. (3) The product is: [Cl:26][C:24]1[CH:23]=[CH:22][C:28]2[O:31][C:18]3[CH:17]=[CH:16][CH:15]=[CH:14][C:13]=3[C@H:11]3[CH2:12][N:8]([CH2:1][C:2]4[CH:3]=[CH:4][CH:5]=[CH:6][CH:7]=4)[CH2:9][C@@H:10]3[C:20]=2[CH:25]=1. Given the reactants [CH2:1]([N:8]1[CH2:12][C@@H:11]([C:13]2[CH:18]=[CH:17][CH:16]=[CH:15][C:14]=2Br)[C@H:10]([C:20]2[CH:25]=[C:24]([Cl:26])[CH:23]=[CH:22]C=2O)[CH2:9]1)[C:2]1[CH:7]=[CH:6][CH:5]=[CH:4][CH:3]=1.[C:28](=[O:31])([O-])[O-].[Cs+].[Cs+].CN(C)CC(O)=O, predict the reaction product.